From a dataset of Forward reaction prediction with 1.9M reactions from USPTO patents (1976-2016). Predict the product of the given reaction. (1) The product is: [CH2:13]([C:11]1[N:10]([CH2:16][O:17][CH2:18][CH2:19][Si:20]([CH3:23])([CH3:22])[CH3:21])[N:9]=[C:8]([C:4]2[CH:5]=[CH:6][CH:7]=[C:2]([B:36]3[O:40][C:39]([CH3:42])([CH3:41])[C:38]([CH3:44])([CH3:43])[O:37]3)[CH:3]=2)[N:12]=1)[CH2:14][CH3:15]. Given the reactants Br[C:2]1[CH:3]=[C:4]([C:8]2[N:12]=[C:11]([CH2:13][CH2:14][CH3:15])[N:10]([CH2:16][O:17][CH2:18][CH2:19][Si:20]([CH3:23])([CH3:22])[CH3:21])[N:9]=2)[CH:5]=[CH:6][CH:7]=1.CC1SC(C2C=CC=C([B:36]3[O:40][C:39]([CH3:42])([CH3:41])[C:38]([CH3:44])([CH3:43])[O:37]3)C=2)=NC=1, predict the reaction product. (2) Given the reactants [F:1][C:2]([F:6])([F:5])[CH2:3][OH:4].C(N(CC)C(C)C)(C)C.Cl[C:17](OC1C=CC([N+]([O-])=O)=CC=1)=[O:18].[C:29]1([C:35]2[CH:42]=[CH:41][C:38]([CH2:39][NH2:40])=[CH:37][CH:36]=2)[CH:34]=[CH:33][CH:32]=[CH:31][CH:30]=1, predict the reaction product. The product is: [C:35]1([C:29]2[CH:30]=[CH:31][CH:32]=[CH:33][CH:34]=2)[CH:36]=[CH:37][C:38]([CH2:39][NH:40][C:17](=[O:18])[O:4][CH2:3][C:2]([F:6])([F:5])[F:1])=[CH:41][CH:42]=1. (3) Given the reactants [CH3:1][C:2]1[N:3]([C:11]2[CH:16]=[CH:15][CH:14]=[CH:13][CH:12]=2)[C:4]([CH3:10])=[C:5]([C:7]([OH:9])=O)[N:6]=1.C(N(C(C)C)CC)(C)C.F[P-](F)(F)(F)(F)F.ClC1N(C)CC[NH+]1C.[OH:41][C:42]12[CH2:51][CH:46]3[CH2:47][CH:48]([CH2:50][C:44]([NH2:52])([CH2:45]3)[CH2:43]1)[CH2:49]2, predict the reaction product. The product is: [OH:41][C:42]12[CH2:51][CH:46]3[CH2:47][CH:48]([CH2:50][C:44]([NH:52][C:7]([C:5]4[N:6]=[C:2]([CH3:1])[N:3]([C:11]5[CH:16]=[CH:15][CH:14]=[CH:13][CH:12]=5)[C:4]=4[CH3:10])=[O:9])([CH2:45]3)[CH2:43]1)[CH2:49]2.